From a dataset of Experimentally validated miRNA-target interactions with 360,000+ pairs, plus equal number of negative samples. Binary Classification. Given a miRNA mature sequence and a target amino acid sequence, predict their likelihood of interaction. (1) The miRNA is mmu-miR-5129-5p with sequence AUGUGGGGGCAUUGGUAUUUUC. The protein sequence of the target gene is MKENYCLQAALVCLSMLYHSQAFALERRSHLHPSFHGHHEKGKEGQVLQRSKRGWVWNQFFVIEEYTGPDPVLVGRLHSDIDSGDGNIKYILSGEGAGTIFVIDDKSGNIHATKTLDREERAQYTLMAQAVDRDTNRPLEPPSEFIVKVQDINDNPPEFLHEIYHANVPERSNVGTSVIQVTASDADDPTYGNSAKLVYSILEGQPYFSVEAQTGIIRTALPNMDREAKEEYHVVIQAKDMGGHMGGLSGTTKVTITLTDVNDNPPKFPQSVYQMSVSEAAVPGEEVGRVKAKDPDIGEN.... Result: 0 (no interaction). (2) The miRNA is hsa-miR-6858-3p with sequence CAGCCAGCCCCUGCUCACCCCU. The protein sequence of the target gene is MPVSKCPKKSESLWKGWDRKAQRNGLRSQVYAVNGDYYVGEWKDNVKHGKGTQVWKKKGAIYEGDWKFGKRDGYGTLSLPDQQTGKCRRVYSGWWKGDKKSGYGIQFFGPKEYYEGDWCGSQRSGWGRMYYSNGDIYEGQWENDKPNGEGMLRLKNGNRYEGCWERGMKNGAGRFFHLDHGQLFEGFWVDNMAKCGTMIDFGRDEAPEPTQFPIPEVKILDPDGVLAEALAMFRKTEEGD. Result: 0 (no interaction). (3) The miRNA is hsa-miR-155-5p with sequence UUAAUGCUAAUCGUGAUAGGGGUU. The protein sequence of the target gene is MPLLTQQIQDEDDQYSLVASLDNVRNLSTILKAIHFREHATCFATKNGIKVTVENAKCVQANAFIQAGIFQEFKVQEESVTFRINLTVLLDCLSIFGSSPMPGTLTALRMCYQGYGYPLMLFLEEGGVVTVCKINTQEPEETLDFDFCSTNVINKIILQSEGLREAFSELDMTSEVLQITMSPDKPYFRLSTFGNAGSSHLDYPKDSDLMEAFHCNQTQVNRYKISLLKPSTKALVLSCKVSIRTDNRGFLSLQYMIRNEDGQICFVEYYCCPDEEVPESES. Result: 1 (interaction). (4) The miRNA is hsa-miR-28-5p with sequence AAGGAGCUCACAGUCUAUUGAG. The protein sequence of the target gene is MNSNVENLPPHIIRLVYKEVTTLTADPPDGIKVFPNEEDLTDLQVTIEGPEGTPYAGGLFRMKLLLGKDFPASPPKGYFLTKIFHPNVGANGEICVNVLKRDWTAELGIRHVLLTIKCLLIHPNPESALNEEAGRLLLENYEEYAARARLLTEIHGGAGGPSGRAEAGRALASGTEASSTDPGAPGGPGGAEGPMAKKHAGERDKKLAAKKKTDKKRALRRL. Result: 0 (no interaction).